Dataset: Forward reaction prediction with 1.9M reactions from USPTO patents (1976-2016). Task: Predict the product of the given reaction. (1) Given the reactants [C:1]([NH:4][NH:5][C:6]([C:8]1([CH3:22])[CH2:12][O:11][C:10]([CH3:14])([CH3:13])[N:9]1[C:15]([O:17][C:18]([CH3:21])([CH3:20])[CH3:19])=[O:16])=O)(=[O:3])[CH3:2].CC[N+](S(N=C(OC)[O-])(=O)=O)(CC)CC, predict the reaction product. The product is: [CH3:13][C:10]1([CH3:14])[N:9]([C:15]([O:17][C:18]([CH3:21])([CH3:19])[CH3:20])=[O:16])[C:8]([CH3:22])([C:6]2[O:3][C:1]([CH3:2])=[N:4][N:5]=2)[CH2:12][O:11]1. (2) Given the reactants N12CCN(CC1)CC2.[CH2:9]([N:11]([CH2:19][CH3:20])[C:12]1[S:16][C:15]([CH:17]=O)=[CH:14][CH:13]=1)[CH3:10].[CH2:21]([O:23][C:24]([C:26]1[C:30]([C:31]([O:33][CH2:34][CH3:35])=[O:32])=[C:29]([NH2:36])[S:28][C:27]=1[NH2:37])=[O:25])[CH3:22], predict the reaction product. The product is: [CH2:21]([O:23][C:24]([C:26]1[C:30]([C:31]([O:33][CH2:34][CH3:35])=[O:32])=[C:29]([N:36]=[CH:17][C:15]2[S:16][C:12]([N:11]([CH2:19][CH3:20])[CH2:9][CH3:10])=[CH:13][CH:14]=2)[S:28][C:27]=1[NH2:37])=[O:25])[CH3:22]. (3) Given the reactants Br[C:2]1[CH:14]=[CH:13][C:5]([C:6]([O:8][C:9]([CH3:12])([CH3:11])[CH3:10])=[O:7])=[CH:4][CH:3]=1.CC1(C)C(C)(C)OB(/[CH:23]=[CH:24]/[C:25]2[CH:30]=[CH:29][CH:28]=[CH:27][CH:26]=2)O1.C(=O)([O-])[O-].[Na+].[Na+], predict the reaction product. The product is: [C:25]1([C:24]([C:2]2[CH:14]=[CH:13][C:5]([C:6]([O:8][C:9]([CH3:12])([CH3:11])[CH3:10])=[O:7])=[CH:4][CH:3]=2)=[CH2:23])[CH:30]=[CH:29][CH:28]=[CH:27][CH:26]=1. (4) Given the reactants [C:1](Cl)(=[O:3])[CH3:2].[SH:5][CH:6]([CH2:14][CH2:15][SH:16])[CH2:7][CH2:8][CH2:9][CH2:10][C:11]([OH:13])=[O:12].C(N(CC)CC)C, predict the reaction product. The product is: [C:1]([S:16][CH2:15][CH2:14][CH:6]([SH:5])[CH2:7][CH2:8][CH2:9][CH2:10][C:11]([OH:13])=[O:12])(=[O:3])[CH3:2]. (5) Given the reactants [BH4-].[Na+].N[C@H:4]([C:7]([OH:9])=[O:8])[CH2:5][SeH:6].Cl[CH2:11][C:12]1[CH:17]=[CH:16][C:15]([CH3:18])=[CH:14][CH:13]=1, predict the reaction product. The product is: [CH3:11][C:12]1[CH:17]=[CH:16][C:15]([CH2:18][Se:6][CH2:5][CH2:4][C:7]([OH:9])=[O:8])=[CH:14][CH:13]=1.